Dataset: Full USPTO retrosynthesis dataset with 1.9M reactions from patents (1976-2016). Task: Predict the reactants needed to synthesize the given product. (1) Given the product [F:37][CH:2]([F:1])[C:3]1[CH:7]=[C:6]([CH:8]([F:10])[F:9])[N:5]([CH2:11][C:12]([N:14]2[CH2:15][CH2:16][CH:17]([C:20]3[S:21][CH:22]=[C:23]([C:25]4[CH2:29][CH:28]([C:30]5[CH:35]=[CH:34][CH:33]=[CH:32][C:31]=5[O:36][CH2:49][C:48]#[CH:47])[O:27][N:26]=4)[N:24]=3)[CH2:18][CH2:19]2)=[O:13])[N:4]=1, predict the reactants needed to synthesize it. The reactants are: [F:1][CH:2]([F:37])[C:3]1[CH:7]=[C:6]([CH:8]([F:10])[F:9])[N:5]([CH2:11][C:12]([N:14]2[CH2:19][CH2:18][CH:17]([C:20]3[S:21][CH:22]=[C:23]([C:25]4[CH2:29][CH:28]([C:30]5[CH:35]=[CH:34][CH:33]=[CH:32][C:31]=5[OH:36])[O:27][N:26]=4)[N:24]=3)[CH2:16][CH2:15]2)=[O:13])[N:4]=1.C(=O)([O-])[O-].[K+].[K+].[I-].[K+].Br[CH2:47][C:48]#[CH:49].Cl. (2) Given the product [CH3:27][O:28][C:29]1[CH:30]=[C:31]([CH:35]=[CH:36][C:37]=1[O:38][CH3:39])[C:32]([O:11]/[C:10](/[C:9]1[CH:13]=[CH:14][C:15]([O:16][CH3:17])=[C:7]([O:6][CH:1]2[CH2:5][CH2:4][CH2:3][CH2:2]2)[CH:8]=1)=[CH:25]\[C:24]1[C:23]([Cl:26])=[CH:22][N:21]=[CH:20][C:19]=1[Cl:18])=[O:33], predict the reactants needed to synthesize it. The reactants are: [CH:1]1([O:6][C:7]2[CH:8]=[C:9]([CH:13]=[CH:14][C:15]=2[O:16][CH3:17])[C:10](Cl)=[O:11])[CH2:5][CH2:4][CH2:3][CH2:2]1.[Cl:18][C:19]1[CH:20]=[N:21][CH:22]=[C:23]([Cl:26])[C:24]=1[CH3:25].[CH3:27][O:28][C:29]1[CH:30]=[C:31]([CH:35]=[CH:36][C:37]=1[O:38][CH3:39])[C:32](Cl)=[O:33]. (3) The reactants are: [F:1][C:2]1[CH:3]=[C:4]([N:9]2[C:13]([CH3:15])([CH3:14])[C:12](=[O:16])[N:11]([C:17]3[CH:24]=[CH:23][C:20]([C:21]#[N:22])=[C:19]([C:25]([F:28])([F:27])[F:26])[CH:18]=3)[C:10]2=[S:29])[CH:5]=[CH:6][C:7]=1[OH:8].[O:30]1[CH2:34][CH2:33][C@H:32](OS(C2C=CC(C)=CC=2)(=O)=O)[CH2:31]1.C(=O)([O-])[O-].[Cs+].[Cs+].CN(C)C(=O)C. Given the product [F:1][C:2]1[CH:3]=[C:4]([N:9]2[C:13]([CH3:14])([CH3:15])[C:12](=[O:16])[N:11]([C:17]3[CH:24]=[CH:23][C:20]([C:21]#[N:22])=[C:19]([C:25]([F:26])([F:27])[F:28])[CH:18]=3)[C:10]2=[S:29])[CH:5]=[CH:6][C:7]=1[O:8][C@@H:32]1[CH2:33][CH2:34][O:30][CH2:31]1, predict the reactants needed to synthesize it. (4) Given the product [I:1][C:2]1[C:3]([CH3:11])=[C:4]([CH:8]=[CH:9][CH:10]=1)[C:5]([Cl:15])=[O:6], predict the reactants needed to synthesize it. The reactants are: [I:1][C:2]1[C:3]([CH3:11])=[C:4]([CH:8]=[CH:9][CH:10]=1)[C:5](O)=[O:6].C(Cl)(=O)C([Cl:15])=O. (5) Given the product [C:32]([C:2]1[CH:7]=[CH:6][C:5]([S:8]([NH:11][CH2:12][C:13]2[CH:27]=[CH:26][C:16]([C:17]([NH:19][C:20]3[CH:21]=[N:22][CH:23]=[CH:24][CH:25]=3)=[O:18])=[CH:15][CH:14]=2)(=[O:10])=[O:9])=[CH:4][CH:3]=1)#[CH:33], predict the reactants needed to synthesize it. The reactants are: I[C:2]1[CH:7]=[CH:6][C:5]([S:8]([NH:11][CH2:12][C:13]2[CH:27]=[CH:26][C:16]([C:17]([NH:19][C:20]3[CH:21]=[N:22][CH:23]=[CH:24][CH:25]=3)=[O:18])=[CH:15][CH:14]=2)(=[O:10])=[O:9])=[CH:4][CH:3]=1.[Si]([C:32]#[CH:33])(C)(C)C.C([O-])([O-])=O.[K+].[K+].